From a dataset of Full USPTO retrosynthesis dataset with 1.9M reactions from patents (1976-2016). Predict the reactants needed to synthesize the given product. (1) Given the product [O:1]=[C:2]([N:21]1[CH2:22][CH2:23][N:24]([C:27](=[O:38])[C:28]2[CH:33]=[CH:32][CH:31]=[CH:30][C:29]=2[C:34]([F:35])([F:37])[F:36])[CH2:25][CH2:26]1)[CH2:3][NH:4][C:5]([C:7]1[CH:11]=[C:10]([C:12]2[CH:17]=[CH:16][CH:15]=[CH:14][C:13]=2[NH2:18])[NH:9][N:8]=1)=[O:6], predict the reactants needed to synthesize it. The reactants are: [O:1]=[C:2]([N:21]1[CH2:26][CH2:25][N:24]([C:27](=[O:38])[C:28]2[CH:33]=[CH:32][CH:31]=[CH:30][C:29]=2[C:34]([F:37])([F:36])[F:35])[CH2:23][CH2:22]1)[CH2:3][NH:4][C:5]([C:7]1[CH:11]=[C:10]([C:12]2[CH:17]=[CH:16][CH:15]=[CH:14][C:13]=2[N+:18]([O-])=O)[NH:9][N:8]=1)=[O:6].CO. (2) Given the product [Br:1][C:16]1[C:11]([C:10]2[N:6]([CH:3]([CH3:5])[CH3:4])[C:7]([CH3:28])=[N:8][CH:9]=2)=[N:12][C:13]([NH:17][C:18]2[CH:23]=[CH:22][C:21]([S:24]([CH3:27])(=[O:26])=[O:25])=[CH:20][CH:19]=2)=[N:14][CH:15]=1, predict the reactants needed to synthesize it. The reactants are: [Br:1]Br.[CH:3]([N:6]1[C:10]([C:11]2[CH:16]=[CH:15][N:14]=[C:13]([NH:17][C:18]3[CH:23]=[CH:22][C:21]([S:24]([CH3:27])(=[O:26])=[O:25])=[CH:20][CH:19]=3)[N:12]=2)=[CH:9][N:8]=[C:7]1[CH3:28])([CH3:5])[CH3:4].